From a dataset of Reaction yield outcomes from USPTO patents with 853,638 reactions. Predict the reaction yield, written as a fraction of the theoretical maximum amount of product (1.0 means a 100% yield; for example, 0.34 means a 34% yield). (1) The reactants are [NH2:1][C:2]1[C:3]([C:24]([NH2:26])=[O:25])=[N:4][C:5]([C:17]2[CH:22]=[CH:21][CH:20]=[C:19]([OH:23])[CH:18]=2)=[N:6][C:7]=1[NH:8][C:9]1[CH:14]=[CH:13][CH:12]=[CH:11][C:10]=1[O:15][CH3:16].N[C:28]1C(C(OCC)=O)=NC(C2C=CC=C(O)C=2)=NC=1NC1C=CC=CC=1OC.N. The catalyst is CO. The product is [OH:23][C:19]1[CH:18]=[C:17]([C:5]2[N:6]=[C:7]3[C:2]([N:1]=[CH:28][N:8]3[C:9]3[CH:14]=[CH:13][CH:12]=[CH:11][C:10]=3[O:15][CH3:16])=[C:3]([C:24]([NH2:26])=[O:25])[N:4]=2)[CH:22]=[CH:21][CH:20]=1. The yield is 0.990. (2) The reactants are [ClH:1].CC(OCC1C2C(=CC=CC=2)C(COC(C)=O)=C2C=1C=CC=C2)=O.C(O)=O.[C:29]([C:31]1[CH:56]=[CH:55][C:34]([CH2:35][N:36]2[CH2:43][CH:42]3[O:44][CH:38]([CH2:39][N:40]([CH2:45][CH2:46][NH:47]C(=O)OC(C)(C)C)[CH2:41]3)[CH2:37]2)=[CH:33][CH:32]=1)#[N:30]. The catalyst is C(OCC)(=O)C. The product is [ClH:1].[NH2:47][CH2:46][CH2:45][N:40]1[CH2:41][CH:42]2[O:44][CH:38]([CH2:37][N:36]([CH2:35][C:34]3[CH:33]=[CH:32][C:31]([C:29]#[N:30])=[CH:56][CH:55]=3)[CH2:43]2)[CH2:39]1. The yield is 0.960. (3) The reactants are [O:1]=[C:2]1[CH:7]=[CH:6][N:5]([C:8]2[CH:13]=[CH:12][CH:11]=[C:10]([C:14]([F:17])([F:16])[F:15])[CH:9]=2)[N:4]=[C:3]1[C:18]([O:20]C)=[O:19].[OH-].[Na+].Cl. The catalyst is CO. The product is [O:1]=[C:2]1[CH:7]=[CH:6][N:5]([C:8]2[CH:13]=[CH:12][CH:11]=[C:10]([C:14]([F:17])([F:16])[F:15])[CH:9]=2)[N:4]=[C:3]1[C:18]([OH:20])=[O:19]. The yield is 0.970.